Task: Predict the reactants needed to synthesize the given product.. Dataset: Full USPTO retrosynthesis dataset with 1.9M reactions from patents (1976-2016) (1) Given the product [ClH:43].[C:1]([C:4]1[CH:9]=[CH:8][C:7]([C:10]2[CH:11]=[CH:12][CH:13]=[CH:14][CH:15]=2)=[CH:6][C:5]=1[O:16][C@H:17]1[CH2:26][CH2:25][C@@H:24]2[C@@H:19]([CH2:20][C@@H:21]([C:34]([OH:36])=[O:35])[NH:22][CH2:23]2)[CH2:18]1)([OH:3])=[O:2], predict the reactants needed to synthesize it. The reactants are: [C:1]([C:4]1[CH:9]=[CH:8][C:7]([C:10]2[CH:15]=[CH:14][CH:13]=[CH:12][CH:11]=2)=[CH:6][C:5]=1[O:16][C@H:17]1[CH2:26][CH2:25][C@@H:24]2[C@@H:19]([CH2:20][C@@H:21]([C:34]([OH:36])=[O:35])[N:22](C(OC(C)(C)C)=O)[CH2:23]2)[CH2:18]1)([OH:3])=[O:2].C(OCC)(=O)C.[ClH:43]. (2) Given the product [Cl:1][C:2]1[CH:3]=[CH:4][CH:5]=[C:6]2[C:10]=1[NH:9][CH:8]=[C:7]2[CH2:11][NH:14][CH3:13], predict the reactants needed to synthesize it. The reactants are: [Cl:1][C:2]1[CH:3]=[CH:4][CH:5]=[C:6]2[C:10]=1[NH:9][CH:8]=[C:7]2[CH:11]=O.[CH3:13][N:14]1C2C(=CC=CC=2)C(C)=C1C=O. (3) Given the product [Cl:1][C:2]1[CH:7]=[CH:6][CH:5]=[CH:4][C:3]=1[S:8]([NH:11][C:12]1[C:17]([C:18]2[CH:23]=[CH:22][C:21]([CH2:24][Cl:28])=[CH:20][CH:19]=2)=[N:16][CH:15]=[CH:14][N:13]=1)(=[O:10])=[O:9], predict the reactants needed to synthesize it. The reactants are: [Cl:1][C:2]1[CH:7]=[CH:6][CH:5]=[CH:4][C:3]=1[S:8]([NH:11][C:12]1[C:17]([C:18]2[CH:23]=[CH:22][C:21]([CH2:24]O)=[CH:20][CH:19]=2)=[N:16][CH:15]=[CH:14][N:13]=1)(=[O:10])=[O:9].S(Cl)([Cl:28])=O. (4) Given the product [CH3:1][C:2]1[N:3]=[CH:4][C:5]([C:6]([CH:8]2[CH2:13][CH2:12][NH:11][CH2:10][CH2:9]2)=[O:7])=[CH:21][CH:22]=1, predict the reactants needed to synthesize it. The reactants are: [CH3:1][C:2]1[CH:22]=[CH:21][C:5]([C:6]([CH:8]2[CH2:13][CH2:12][N:11](C(OC(C)(C)C)=O)[CH2:10][CH2:9]2)=[O:7])=[CH:4][N:3]=1.